Task: Predict the reaction yield, written as a fraction of the theoretical maximum amount of product (1.0 means a 100% yield; for example, 0.34 means a 34% yield).. Dataset: Reaction yield outcomes from USPTO patents with 853,638 reactions The reactants are Cl[CH2:2][C:3]1[C:4]([C:9]2[CH:14]=[CH:13][C:12]([Cl:15])=[CH:11][CH:10]=2)=[N:5][O:6][C:7]=1[CH3:8].C(OCC)(=O)[CH2:17][C:18]([O:20]CC)=[O:19].[H-].[Na+].Cl. The catalyst is O1CCCC1. The product is [Cl:15][C:12]1[CH:13]=[CH:14][C:9]([C:4]2[C:3]([CH2:2][CH2:17][C:18]([OH:20])=[O:19])=[C:7]([CH3:8])[O:6][N:5]=2)=[CH:10][CH:11]=1. The yield is 0.900.